Dataset: Forward reaction prediction with 1.9M reactions from USPTO patents (1976-2016). Task: Predict the product of the given reaction. (1) Given the reactants Br[C:2]1[C:7]([OH:8])=[C:6]([CH:9]([CH3:11])[CH3:10])[CH:5]=[CH:4][CH:3]=1.[C:12]([C:16](C(O[Na])=O)([F:18])[F:17])([F:15])([F:14])[F:13], predict the reaction product. The product is: [F:17][C:16]([F:18])([C:2]1[C:7]([OH:8])=[C:6]([CH:9]([CH3:11])[CH3:10])[CH:5]=[CH:4][CH:3]=1)[C:12]([F:15])([F:14])[F:13]. (2) Given the reactants [NH2:1][C:2]1[C:11]2[CH:10]=[CH:9][CH:8]=[C:7](Br)[C:6]=2[N:5]=[C:4]2[CH2:13][N:14]([CH:17]3[CH2:19][CH2:18]3)[C:15](=[O:16])[C:3]=12.[F:20][C:21]1[CH:26]=[CH:25][CH:24]=[C:23]([F:27])[C:22]=1B(O)O, predict the reaction product. The product is: [NH2:1][C:2]1[C:11]2[CH:10]=[CH:9][CH:8]=[C:7]([C:22]3[C:21]([F:20])=[CH:26][CH:25]=[CH:24][C:23]=3[F:27])[C:6]=2[N:5]=[C:4]2[CH2:13][N:14]([CH:17]3[CH2:19][CH2:18]3)[C:15](=[O:16])[C:3]=12. (3) Given the reactants [O:1]1[C:8]2[CH:7]=[C:6]([C:9]([OH:11])=[O:10])[NH:5][C:4]=2[CH:3]=[CH:2]1.[C:12]([O:17][CH:18](Cl)[CH:19]([CH3:21])[CH3:20])(=[O:16])[CH:13]([CH3:15])[CH3:14], predict the reaction product. The product is: [O:1]1[C:8]2[CH:7]=[C:6]([C:9]([O:11][CH:18]([O:17][C:12](=[O:16])[CH:13]([CH3:15])[CH3:14])[CH:19]([CH3:21])[CH3:20])=[O:10])[NH:5][C:4]=2[CH:3]=[CH:2]1. (4) Given the reactants O[CH2:2][CH2:3][O:4][C:5]1[C:10]([CH3:11])=[CH:9][C:8]([C:12]2[NH:21][C:20](=[O:22])[C:19]3[C:14](=[CH:15][C:16]([O:25][CH3:26])=[CH:17][C:18]=3[O:23][CH3:24])[N:13]=2)=[CH:7][C:6]=1[CH3:27].C1(P(C2C=CC=CC=2)C2C=CC=CC=2)C=CC=CC=1.[NH:47]1[C:51](=[O:52])[CH2:50][CH2:49][C:48]1=[O:53].C(N(CC)C(C)C)(C)C.CCOC(/N=N/C(OCC)=O)=O, predict the reaction product. The product is: [CH3:24][O:23][C:18]1[CH:17]=[C:16]([O:25][CH3:26])[CH:15]=[C:14]2[C:19]=1[C:20](=[O:22])[NH:21][C:12]([C:8]1[CH:9]=[C:10]([CH3:11])[C:5]([O:4][CH2:3][CH2:2][N:47]3[C:51](=[O:52])[CH2:50][CH2:49][C:48]3=[O:53])=[C:6]([CH3:27])[CH:7]=1)=[N:13]2. (5) Given the reactants [OH:1][C:2]([C:4]([F:7])([F:6])[F:5])=[O:3].C([N:15]([C@@H:19]1[CH2:24][CH2:23][CH2:22][CH2:21][C@H:20]1[CH2:25][N:26]1[CH2:31][CH2:30][CH2:29][CH2:28][CH2:27]1)C(=O)O)C1C=CC=CC=1, predict the reaction product. The product is: [N:26]1([CH2:25][C@@H:20]2[CH2:21][CH2:22][CH2:23][CH2:24][C@H:19]2[NH2:15])[CH2:31][CH2:30][CH2:29][CH2:28][CH2:27]1.[C:2]([OH:3])([C:4]([F:7])([F:6])[F:5])=[O:1]. (6) Given the reactants [F:1][C:2]1[CH:7]=[CH:6][CH:5]=[C:4]([OH:8])[C:3]=1[C:9]1[N:18]=[C:17]([N:19]2[CH2:23][CH2:22][C@@H:21]([NH:24][C:25](=[O:32])[O:26][CH2:27][C:28]([CH3:31])([CH3:30])[CH3:29])[CH2:20]2)[C:16]2[C:11](=[CH:12][C:13]([CH3:33])=[CH:14][CH:15]=2)[N:10]=1.[ClH:34].CCOCC, predict the reaction product. The product is: [ClH:34].[F:1][C:2]1[CH:7]=[CH:6][CH:5]=[C:4]([OH:8])[C:3]=1[C:9]1[N:18]=[C:17]([N:19]2[CH2:23][CH2:22][C@@H:21]([NH:24][C:25](=[O:32])[O:26][CH2:27][C:28]([CH3:29])([CH3:30])[CH3:31])[CH2:20]2)[C:16]2[C:11](=[CH:12][C:13]([CH3:33])=[CH:14][CH:15]=2)[N:10]=1. (7) Given the reactants [F:1][C:2]1[CH:7]=[CH:6][C:5]([C:8]2[C:17]([C:18]3[CH:19]=[CH:20][C:21](=[O:31])[N:22]([C:24]4[CH:29]=[CH:28][CH:27]=[CH:26][C:25]=4[CH3:30])[N:23]=3)=[C:11]3[NH:12][CH2:13][C:14](=[CH2:16])[CH2:15][N:10]3[N:9]=2)=[CH:4][CH:3]=1, predict the reaction product. The product is: [F:1][C:2]1[CH:3]=[CH:4][C:5]([C:8]2[C:17]([C:18]3[CH:19]=[CH:20][C:21](=[O:31])[N:22]([C:24]4[CH:29]=[CH:28][CH:27]=[CH:26][C:25]=4[CH3:30])[N:23]=3)=[C:11]3[NH:12][CH2:13][CH:14]([CH3:16])[CH2:15][N:10]3[N:9]=2)=[CH:6][CH:7]=1. (8) Given the reactants [CH:1]1([CH2:4][O:5][C:6]2[CH:11]=[CH:10][C:9]([S:12]([CH3:15])(=[O:14])=[O:13])=[CH:8][C:7]=2B2OC(C)(C)C(C)(C)O2)[CH2:3][CH2:2]1.BrC1C=C(S(C)(=O)=[O:33])C=CC=1OCC1CC1.Br[C:42]1[C:51]2[C:46](=[CH:47][CH:48]=C(C(F)(F)F)C=2)[C:45](=[O:56])[N:44]([CH3:57])[CH:43]=1, predict the reaction product. The product is: [CH:1]1([CH2:4][O:5][C:6]2[CH:11]=[CH:10][C:9]([S:12]([CH3:15])(=[O:13])=[O:14])=[CH:8][C:7]=2[C:42]2[C:51]3[O:33][CH:48]=[CH:47][C:46]=3[C:45](=[O:56])[N:44]([CH3:57])[CH:43]=2)[CH2:2][CH2:3]1. (9) Given the reactants [CH:1]1[CH:2]=[CH:3][C:4]([C:7]2[O:20][C:12]3=[CH:13][C:14]([OH:19])=[C:15]([OH:18])[C:16]([OH:17])=[C:11]3[C:9](=[O:10])[CH:8]=2)=[CH:5][CH:6]=1.[CH2:21]=O.[OH:23][CH:24]1[CH2:28][CH2:27][NH:26][CH2:25]1, predict the reaction product. The product is: [OH:17][C:16]1[C:15]([OH:18])=[C:14]([OH:19])[C:13]([CH2:21][N:26]2[CH2:27][CH2:28][CH:24]([OH:23])[CH2:25]2)=[C:12]2[C:11]=1[C:9](=[O:10])[CH:8]=[C:7]([C:4]1[CH:3]=[CH:2][CH:1]=[CH:6][CH:5]=1)[O:20]2.